This data is from Catalyst prediction with 721,799 reactions and 888 catalyst types from USPTO. The task is: Predict which catalyst facilitates the given reaction. (1) Reactant: [O:1]1[CH:5]=[CH:4][C:3]([C:6]([NH:8][C:9]2[CH:10]=[CH:11][C:12]([CH3:24])=[C:13]([C:15]3[CH:20]=[CH:19][C:18]([C:21]([OH:23])=O)=[CH:17][CH:16]=3)[CH:14]=2)=[O:7])=[CH:2]1.[NH2:25][CH2:26][CH2:27][CH2:28][N:29]1[CH:33]=[CH:32][N:31]=[CH:30]1.CN(C(ON1N=NC2C=CC=NC1=2)=[N+](C)C)C.F[P-](F)(F)(F)(F)F.C1C=CC2N(O)N=NC=2C=1.CCN(C(C)C)C(C)C. Product: [N:29]1([CH2:28][CH2:27][CH2:26][NH:25][C:21]([C:18]2[CH:19]=[CH:20][C:15]([C:13]3[C:12]([CH3:24])=[CH:11][CH:10]=[C:9]([NH:8][C:6]([C:3]4[CH:4]=[CH:5][O:1][CH:2]=4)=[O:7])[CH:14]=3)=[CH:16][CH:17]=2)=[O:23])[CH:33]=[CH:32][N:31]=[CH:30]1. The catalyst class is: 39. (2) The catalyst class is: 4. Reactant: [CH2:1]([O:4][CH2:5][CH2:6][CH2:7][S:8]([O-:11])(=O)=[O:9])[C:2]#[CH:3].[Na+].S(Cl)([Cl:15])=O. Product: [CH2:1]([O:4][CH2:5][CH2:6][CH2:7][S:8]([Cl:15])(=[O:11])=[O:9])[C:2]#[CH:3]. (3) Reactant: [CH:1]([N:4]1[CH2:9][CH2:8][CH:7]([S:10]([C:12]2[CH:13]=[CH:14][C:15]3[O:21][CH2:20][CH2:19][N:18]4[CH:22]=[C:23]([C:25]5[CH:30]=[CH:29][CH:28]=[CH:27][N:26]=5)[N:24]=[C:17]4[C:16]=3[CH:31]=2)=[O:11])[CH2:6][CH2:5]1)([CH3:3])[CH3:2].C(O)(C(F)(F)F)=[O:33].C1C=C(Cl)C=C(C(OO)=O)C=1. Product: [CH:1]([N:4]1[CH2:9][CH2:8][CH:7]([S:10]([C:12]2[CH:13]=[CH:14][C:15]3[O:21][CH2:20][CH2:19][N:18]4[CH:22]=[C:23]([C:25]5[CH:30]=[CH:29][CH:28]=[CH:27][N:26]=5)[N:24]=[C:17]4[C:16]=3[CH:31]=2)(=[O:33])=[O:11])[CH2:6][CH2:5]1)([CH3:3])[CH3:2]. The catalyst class is: 2. (4) Reactant: [Cl-].[Cl-].[Cl-].[Ce+3].[CH3:5][C:6]([CH3:13])([C:8](=[O:12])[CH2:9][CH2:10][CH3:11])[CH3:7].[CH3:14][CH:15]([OH:18])[C:16]#[CH:17].C([Mg]Cl)C.[Cl-].[Cl-].[Cl-].[Ce+3].CC(C)(C(=O)CCC)C.Cl. Product: [C:6]([C:8]([OH:12])([CH2:9][CH2:10][CH3:11])[C:17]#[C:16][CH:15]([OH:18])[CH3:14])([CH3:13])([CH3:7])[CH3:5]. The catalyst class is: 7.